Dataset: Full USPTO retrosynthesis dataset with 1.9M reactions from patents (1976-2016). Task: Predict the reactants needed to synthesize the given product. Given the product [CH:31]1([C:27]2[CH:28]=[C:29]([CH3:30])[C:24]([N:21]3[CH2:22][CH2:23][N:18]([C:16]([C:13]4[CH:14]=[CH:15][C:10]([N:7]5[C@H:3]([CH2:2][OH:1])[CH2:4][CH2:5][C:6]5=[O:8])=[CH:11][C:12]=4[CH3:34])=[O:17])[CH2:19][CH2:20]3)=[N:25][CH:26]=2)[CH2:32][CH2:33]1, predict the reactants needed to synthesize it. The reactants are: [OH:1][CH2:2][C@H:3]1[NH:7][C:6](=[O:8])[CH2:5][CH2:4]1.Br[C:10]1[CH:15]=[CH:14][C:13]([C:16]([N:18]2[CH2:23][CH2:22][N:21]([C:24]3[C:29]([CH3:30])=[CH:28][C:27]([CH:31]4[CH2:33][CH2:32]4)=[CH:26][N:25]=3)[CH2:20][CH2:19]2)=[O:17])=[C:12]([CH3:34])[CH:11]=1.